From a dataset of Forward reaction prediction with 1.9M reactions from USPTO patents (1976-2016). Predict the product of the given reaction. (1) Given the reactants C([O:8][CH2:9][C@H:10]1[CH2:14][N:13]([C:15]2[CH:24]=[C:23]3[C:18]([CH:19]=[C:20]([C:26]4[CH:31]=[CH:30][CH:29]=[CH:28][C:27]=4[C:32]([F:35])([F:34])[F:33])[NH:21][C:22]3=[O:25])=[CH:17][CH:16]=2)[C:12](=[O:36])[N:11]1[CH3:37])C1C=CC=CC=1.[H][H], predict the reaction product. The product is: [OH:8][CH2:9][C@H:10]1[CH2:14][N:13]([C:15]2[CH:24]=[C:23]3[C:18]([CH:19]=[C:20]([C:26]4[CH:31]=[CH:30][CH:29]=[CH:28][C:27]=4[C:32]([F:33])([F:35])[F:34])[NH:21][C:22]3=[O:25])=[CH:17][CH:16]=2)[C:12](=[O:36])[N:11]1[CH3:37]. (2) Given the reactants [F:1][C:2]([F:25])([F:24])[C:3]1[CH:4]=[CH:5][C:6]([NH:9][CH:10]2[CH2:15][CH:14]3[N:16](C(OC(C)(C)C)=O)[CH:11]2[CH2:12][CH2:13]3)=[N:7][CH:8]=1.[ClH:26], predict the reaction product. The product is: [ClH:26].[F:25][C:2]([F:1])([F:24])[C:3]1[CH:4]=[CH:5][C:6]([NH:9][CH:10]2[CH2:15][CH:14]3[NH:16][CH:11]2[CH2:12][CH2:13]3)=[N:7][CH:8]=1. (3) Given the reactants [CH2:1]([O:3][C:4]([C:6]1[C:7]2[S:15][CH:14]=[C:13]([CH2:16][O:17][C:18]3[CH:23]=[CH:22][CH:21]=[C:20]([NH2:24])[CH:19]=3)[C:8]=2[C:9]([Cl:12])=[N:10][CH:11]=1)=[O:5])[CH3:2].C(N(C(C)C)CC)(C)C.[Cl:34][C:35]1[CH:40]=[CH:39][C:38]([S:41](Cl)(=[O:43])=[O:42])=[CH:37][CH:36]=1, predict the reaction product. The product is: [CH2:1]([O:3][C:4]([C:6]1[C:7]2[S:15][CH:14]=[C:13]([CH2:16][O:17][C:18]3[CH:23]=[CH:22][CH:21]=[C:20]([NH:24][S:41]([C:38]4[CH:39]=[CH:40][C:35]([Cl:34])=[CH:36][CH:37]=4)(=[O:43])=[O:42])[CH:19]=3)[C:8]=2[C:9]([Cl:12])=[N:10][CH:11]=1)=[O:5])[CH3:2].